This data is from Reaction yield outcomes from USPTO patents with 853,638 reactions. The task is: Predict the reaction yield, written as a fraction of the theoretical maximum amount of product (1.0 means a 100% yield; for example, 0.34 means a 34% yield). (1) The reactants are Br[C:2]1[CH:7]=[CH:6][C:5]([Cl:8])=[C:4]([O:9][CH3:10])[C:3]=1[F:11].C([Mg]Br)(C)C.C(O[B:21]1[O:25][C:24]([CH3:27])([CH3:26])[C:23]([CH3:29])([CH3:28])[O:22]1)(C)C. The catalyst is O1CCCC1. The product is [Cl:8][C:5]1[CH:6]=[CH:7][C:2]([B:21]2[O:25][C:24]([CH3:27])([CH3:26])[C:23]([CH3:29])([CH3:28])[O:22]2)=[C:3]([F:11])[C:4]=1[O:9][CH3:10]. The yield is 0.690. (2) The yield is 0.0800. No catalyst specified. The product is [Cl:22][C:23]1[C:28]([CH3:29])=[CH:27][C:26]2[NH:30][C:5]([C:4]3[CH:7]=[CH:8][C:9]([O:10][CH2:11][CH2:12][CH2:13][N:14]4[CH2:20][CH2:19][CH2:18][N:17]([CH3:21])[CH2:16][CH2:15]4)=[C:2]([Cl:1])[CH:3]=3)=[N:31][C:25]=2[CH:24]=1. The reactants are [Cl:1][C:2]1[CH:3]=[C:4]([CH:7]=[CH:8][C:9]=1[O:10][CH2:11][CH2:12][CH2:13][N:14]1[CH2:20][CH2:19][CH2:18][N:17]([CH3:21])[CH2:16][CH2:15]1)[CH:5]=O.[Cl:22][C:23]1[CH:24]=[C:25]([NH2:31])[C:26]([NH2:30])=[CH:27][C:28]=1[CH3:29]. (3) The reactants are [CH2:1](Br)[C:2]1[CH:7]=[CH:6][CH:5]=[CH:4][CH:3]=1.Br[C:10]1[CH:15]=[CH:14][C:13]([CH:16]2[O:20][CH2:19][CH2:18][O:17]2)=[CH:12][N:11]=1. The catalyst is [Zn].[Ni](Cl)Cl.C1(P(C2C=CC=CC=2)C2C=CC=CC=2)C=CC=CC=1.C1(P(C2C=CC=CC=2)C2C=CC=CC=2)C=CC=CC=1.O1CCCC1. The product is [CH2:1]([C:10]1[CH:15]=[CH:14][C:13]([CH:16]2[O:17][CH2:18][CH2:19][O:20]2)=[CH:12][N:11]=1)[C:2]1[CH:7]=[CH:6][CH:5]=[CH:4][CH:3]=1. The yield is 0.620. (4) The reactants are [NH2:1][C:2]1[CH:11]=[CH:10][C:5]([C:6]([O:8][CH3:9])=[O:7])=[C:4]([OH:12])[CH:3]=1.Br[CH2:14][CH2:15][CH2:16][Cl:17].C(=O)([O-])[O-].[Cs+].[Cs+].O. The catalyst is CN(C=O)C. The product is [NH2:1][C:2]1[CH:11]=[CH:10][C:5]([C:6]([O:8][CH3:9])=[O:7])=[C:4]([O:12][CH2:14][CH2:15][CH2:16][Cl:17])[CH:3]=1. The yield is 0.940. (5) The reactants are [OH:1][C:2]1[CH:7]=[CH:6][C:5]([CH2:8][C:9]([O:11][CH3:12])=[O:10])=[CH:4][CH:3]=1.[Na+].[I-:14].[O-]Cl.[Na+]. The catalyst is CN(C=O)C. The product is [OH:1][C:2]1[CH:3]=[CH:4][C:5]([CH2:8][C:9]([O:11][CH3:12])=[O:10])=[CH:6][C:7]=1[I:14]. The yield is 0.875.